This data is from Forward reaction prediction with 1.9M reactions from USPTO patents (1976-2016). The task is: Predict the product of the given reaction. (1) The product is: [F:14][C:15]1[CH:20]=[C:19]([F:21])[CH:18]=[CH:17][C:16]=1[C:22]1[C:27]([F:28])=[CH:26][N:25]=[C:24]([NH:29][C:30]2[CH:31]=[C:32]([CH2:33][S:34]([CH3:36])(=[NH:37])=[O:35])[CH:40]=[C:41]([F:43])[CH:42]=2)[N:23]=1. Given the reactants C(OC(C(F)(F)F)=O)(C(F)(F)F)=O.[F:14][C:15]1[CH:20]=[C:19]([F:21])[CH:18]=[CH:17][C:16]=1[C:22]1[C:27]([F:28])=[CH:26][N:25]=[C:24]([NH:29][C:30]2[CH:31]=[C:32]([CH:40]=[C:41]([F:43])[CH:42]=2)[CH2:33][S:34](=[N:37]C#N)([CH3:36])=[O:35])[N:23]=1.C(=O)([O-])[O-].[K+].[K+], predict the reaction product. (2) Given the reactants [CH3:1][O:2][C:3](=[O:65])[C@@H:4]([NH:20][C:21]([CH:23]1[CH2:32][C:31]2[CH:30]=[C:29]3[O:33][CH2:34][C@H:35]([C:37]4[CH:42]=[CH:41][C:40]([O:43][CH2:44][C:45]5[CH:50]=[CH:49][C:48]([Cl:51])=[C:47]([Cl:52])[CH:46]=5)=[CH:39][CH:38]=4)[O:36][C:28]3=[CH:27][C:26]=2[CH2:25][N:24]1[S:53]([C:56]1[S:60][C:59]([NH:61]C(=O)C)=[N:58][CH:57]=1)(=[O:55])=[O:54])=[O:22])[CH2:5][C:6]1[CH:11]=[CH:10][C:9]([C:12]2[CH:17]=[CH:16][C:15]([C:18]#[N:19])=[CH:14][CH:13]=2)=[CH:8][CH:7]=1.Cl, predict the reaction product. The product is: [CH3:1][O:2][C:3](=[O:65])[C@@H:4]([NH:20][C:21]([CH:23]1[CH2:32][C:31]2[CH:30]=[C:29]3[O:33][CH2:34][C@H:35]([C:37]4[CH:38]=[CH:39][C:40]([O:43][CH2:44][C:45]5[CH:50]=[CH:49][C:48]([Cl:51])=[C:47]([Cl:52])[CH:46]=5)=[CH:41][CH:42]=4)[O:36][C:28]3=[CH:27][C:26]=2[CH2:25][N:24]1[S:53]([C:56]1[S:60][C:59]([NH2:61])=[N:58][CH:57]=1)(=[O:55])=[O:54])=[O:22])[CH2:5][C:6]1[CH:7]=[CH:8][C:9]([C:12]2[CH:17]=[CH:16][C:15]([C:18]#[N:19])=[CH:14][CH:13]=2)=[CH:10][CH:11]=1. (3) Given the reactants [CH3:1][O:2][C:3]1[CH:8]=[CH:7][C:6]([S:9](Cl)(=[O:11])=[O:10])=[CH:5][CH:4]=1.N1C=CC=CC=1.[CH2:19]([NH2:23])[CH:20]([CH3:22])[CH3:21].Cl, predict the reaction product. The product is: [CH2:19]([NH:23][S:9]([C:6]1[CH:7]=[CH:8][C:3]([O:2][CH3:1])=[CH:4][CH:5]=1)(=[O:11])=[O:10])[CH:20]([CH3:22])[CH3:21]. (4) Given the reactants [C:1]1([C@@H:7]2[C@@H:16]3[CH2:17][CH2:18][NH:19][C@@H:15]3[C:14]3[CH:13]=[CH:12][CH:11]=[CH:10][C:9]=3[NH:8]2)[CH:6]=[CH:5][CH:4]=[CH:3][CH:2]=1.[C:20]([NH:28][C@@H:29]1[CH2:34][CH2:33][CH2:32][CH2:31][C@@H:30]1[C:35](O)=[O:36])(=[O:27])[C:21]1[CH:26]=[CH:25][CH:24]=[CH:23][CH:22]=1.C(N(CC)CC)C.CCOC(OC(OCC)=O)=O.C(=O)([O-])O.[Na+], predict the reaction product. The product is: [C:1]1([C@H:7]2[C@H:16]3[CH2:17][CH2:18][N:19]([C:35]([C@H:30]4[CH2:31][CH2:32][CH2:33][CH2:34][C@H:29]4[NH:28][C:20](=[O:27])[C:21]4[CH:22]=[CH:23][CH:24]=[CH:25][CH:26]=4)=[O:36])[C@H:15]3[C:14]3[CH:13]=[CH:12][CH:11]=[CH:10][C:9]=3[NH:8]2)[CH:2]=[CH:3][CH:4]=[CH:5][CH:6]=1. (5) Given the reactants [Cl:1][C:2]1[CH:7]=[C:6]([N:8]([CH3:10])[CH3:9])[C:5]([F:11])=[CH:4][C:3]=1[C:12]1[CH:17]=[CH:16][N:15]=[C:14]([NH:18][C@@H:19]([CH:21]2[CH2:24][CH2:23][CH2:22]2)[CH3:20])[C:13]=1[N+:25]([O-])=O.Cl[Sn]Cl.O, predict the reaction product. The product is: [Cl:1][C:2]1[CH:7]=[C:6]([N:8]([CH3:9])[CH3:10])[C:5]([F:11])=[CH:4][C:3]=1[C:12]1[CH:17]=[CH:16][N:15]=[C:14]([NH:18][C@@H:19]([CH:21]2[CH2:24][CH2:23][CH2:22]2)[CH3:20])[C:13]=1[NH2:25].